Regression/Classification. Given a drug SMILES string, predict its absorption, distribution, metabolism, or excretion properties. Task type varies by dataset: regression for continuous measurements (e.g., permeability, clearance, half-life) or binary classification for categorical outcomes (e.g., BBB penetration, CYP inhibition). Dataset: cyp2d6_substrate_carbonmangels. From a dataset of CYP2D6 substrate classification data from Carbon-Mangels et al.. (1) The drug is CCn1cc(C(=O)O)c(=O)c2ccc(C)nc21. The result is 0 (non-substrate). (2) The compound is CN(C)CCC=C1c2ccccc2CCc2ccccc21. The result is 1 (substrate). (3) The molecule is COc1c2occc2cc2ccc(=O)oc12. The result is 0 (non-substrate).